Dataset: Full USPTO retrosynthesis dataset with 1.9M reactions from patents (1976-2016). Task: Predict the reactants needed to synthesize the given product. (1) Given the product [CH3:9][NH:8][C:6](=[O:7])[C:5]1[CH:10]=[CH:11][C:2]([B:16]2[O:17][C:18]([CH3:20])([CH3:19])[C:14]([CH3:30])([CH3:13])[O:15]2)=[CH:3][C:4]=1[CH3:12], predict the reactants needed to synthesize it. The reactants are: Br[C:2]1[CH:11]=[CH:10][C:5]([C:6]([NH:8][CH3:9])=[O:7])=[C:4]([CH3:12])[CH:3]=1.[CH3:13][C:14]1([CH3:30])[C:18]([CH3:20])([CH3:19])[O:17][B:16]([B:16]2[O:17][C:18]([CH3:20])([CH3:19])[C:14]([CH3:30])([CH3:13])[O:15]2)[O:15]1.ClCCl.C([O-])(=O)C.[K+]. (2) Given the product [CH2:1]([C:3]1[CH:9]=[C:8]([C:10]([F:22])([C:18]([F:19])([F:20])[F:21])[C:11]([F:16])([F:17])[C:12]([F:14])([F:15])[F:13])[CH:7]=[C:6]([CH3:23])[C:4]=1[NH:5][C:33](=[O:34])[C:32]1[CH:36]=[CH:37][CH:38]=[C:39]([N+:40]([O-:42])=[O:41])[C:31]=1[Br:30])[CH3:2], predict the reactants needed to synthesize it. The reactants are: [CH2:1]([C:3]1[CH:9]=[C:8]([C:10]([F:22])([C:18]([F:21])([F:20])[F:19])[C:11]([F:17])([F:16])[C:12]([F:15])([F:14])[F:13])[CH:7]=[C:6]([CH3:23])[C:4]=1[NH2:5])[CH3:2].N1C=CC=CC=1.[Br:30][C:31]1[C:39]([N+:40]([O-:42])=[O:41])=[CH:38][CH:37]=[CH:36][C:32]=1[C:33](Cl)=[O:34].CN(C)C(=O)C. (3) Given the product [F:27][C:28]([F:41])([F:40])[S:29]([O:26][C:5]1[CH:4]=[CH:3][C:2]([F:1])=[CH:7][C:6]=1[C:8]1[CH:13]=[CH:12][C:11]([O:14][CH2:15][C:16]2[CH:25]=[CH:24][C:23]3[C:18](=[CH:19][CH:20]=[CH:21][CH:22]=3)[N:17]=2)=[CH:10][CH:9]=1)(=[O:31])=[O:30], predict the reactants needed to synthesize it. The reactants are: [F:1][C:2]1[CH:7]=[C:6]([C:8]2[CH:13]=[CH:12][C:11]([O:14][CH2:15][C:16]3[CH:25]=[CH:24][C:23]4[C:18](=[CH:19][CH:20]=[CH:21][CH:22]=4)[N:17]=3)=[CH:10][CH:9]=2)[C:5]([OH:26])=[CH:4][CH:3]=1.[F:27][C:28]([F:41])([F:40])[S:29](O[S:29]([C:28]([F:41])([F:40])[F:27])(=[O:31])=[O:30])(=[O:31])=[O:30]. (4) Given the product [CH3:1][C:2]1[CH:7]=[CH:6][C:5]([O:8][CH2:12][CH2:13][CH3:14])=[CH:4][C:3]=1[N+:9]([O-:11])=[O:10], predict the reactants needed to synthesize it. The reactants are: [CH3:1][C:2]1[CH:7]=[CH:6][C:5]([OH:8])=[CH:4][C:3]=1[N+:9]([O-:11])=[O:10].[CH3:12][C:13](C)([O-])[CH3:14].[K+].CS(OCCC)(=O)=O.O. (5) Given the product [CH3:1][O:2][C:3]1[CH:8]=[C:7]([NH:9][C:10]2[C:11]3[CH:18]=[C:17]([C:19]4[CH:24]=[CH:23][C:22]([CH2:25][Cl:29])=[CH:21][CH:20]=4)[NH:16][C:12]=3[N:13]=[CH:14][N:15]=2)[CH:6]=[CH:5][N:4]=1, predict the reactants needed to synthesize it. The reactants are: [CH3:1][O:2][C:3]1[CH:8]=[C:7]([NH:9][C:10]2[C:11]3[CH:18]=[C:17]([C:19]4[CH:24]=[CH:23][C:22]([CH2:25]O)=[CH:21][CH:20]=4)[NH:16][C:12]=3[N:13]=[CH:14][N:15]=2)[CH:6]=[CH:5][N:4]=1.O=S(Cl)[Cl:29]. (6) Given the product [Cl-:8].[C:25]([N+:1]1[C:18]([C:19]2[O:23][CH:22]=[CH:21][CH:20]=2)=[C:17]([NH:16][CH:10]2[CH2:15][CH2:14][CH2:13][CH2:12][CH2:11]2)[N:3]2[C:4]([NH2:9])=[CH:5][C:6]([Cl:8])=[N:7][C:2]=12)(=[O:27])[CH3:26], predict the reactants needed to synthesize it. The reactants are: [NH2:1][C:2]1[N:7]=[C:6]([Cl:8])[CH:5]=[C:4]([NH2:9])[N:3]=1.[CH:10]1([N+:16]#[C-:17])[CH2:15][CH2:14][CH2:13][CH2:12][CH2:11]1.[CH:18](=O)[C:19]1[O:23][CH:22]=[CH:21][CH:20]=1.[C:25](Cl)(=[O:27])[CH3:26].